Binary Classification. Given a drug SMILES string, predict its activity (active/inactive) in a high-throughput screening assay against a specified biological target. From a dataset of HIV replication inhibition screening data with 41,000+ compounds from the AIDS Antiviral Screen. The compound is COc1ccc(NCc2cc(OC)c(OC)c(OC)c2)cc1. The result is 0 (inactive).